From a dataset of Retrosynthesis with 50K atom-mapped reactions and 10 reaction types from USPTO. Predict the reactants needed to synthesize the given product. (1) Given the product CC(C)(C#N)c1cccc(C(=O)Nc2cccc(Oc3ccc([N+](=O)[O-])cc3)c2)c1, predict the reactants needed to synthesize it. The reactants are: CC(C)(C#N)c1cccc(C(=O)O)c1.Nc1cccc(Oc2ccc([N+](=O)[O-])cc2)c1. (2) Given the product O=Cc1ccc(OCc2cccc(F)c2)cc1, predict the reactants needed to synthesize it. The reactants are: Fc1cccc(CCl)c1.O=Cc1ccc(O)cc1. (3) Given the product COc1ccc(F)c(C(=O)c2cc(Cl)ccc2-n2cccc2C=O)c1OC, predict the reactants needed to synthesize it. The reactants are: CC(=O)[O-].COc1ccc(F)c(C(=O)c2cc(Cl)ccc2-n2cccc2)c1OC. (4) The reactants are: C[C@H](NC(=O)c1cn(COCC[Si](C)(C)C)c2ncc(Br)nc12)C(C)(C)C.O=Cc1ccc(B(O)O)s1. Given the product C[C@H](NC(=O)c1cn(COCC[Si](C)(C)C)c2ncc(-c3ccc(C=O)s3)nc12)C(C)(C)C, predict the reactants needed to synthesize it. (5) The reactants are: CC(C)(C)c1nc(N2CCOCC2)ncc1C(=O)O. Given the product Cc1ncc(C(=O)O)c(C(C)(C)C)n1, predict the reactants needed to synthesize it. (6) Given the product Cc1ccccc1C(CC1(C2CCC(=O)CC2)OCCO1)c1ccc(S(C)(=O)=O)cc1, predict the reactants needed to synthesize it. The reactants are: Cc1ccccc1C(CC1(C2CCC(O)CC2)OCCO1)c1ccc(S(C)(=O)=O)cc1.